From a dataset of Peptide-MHC class II binding affinity with 134,281 pairs from IEDB. Regression. Given a peptide amino acid sequence and an MHC pseudo amino acid sequence, predict their binding affinity value. This is MHC class II binding data. (1) The peptide sequence is MSMASSSSSSLLAMA. The MHC is HLA-DQA10102-DQB10602 with pseudo-sequence HLA-DQA10102-DQB10602. The binding affinity (normalized) is 0.626. (2) The peptide sequence is AQLSQLISLLPSTLQ. The MHC is HLA-DQA10201-DQB10202 with pseudo-sequence HLA-DQA10201-DQB10202. The binding affinity (normalized) is 0.445. (3) The peptide sequence is AFKVAATEANAAPAN. The MHC is DRB1_1001 with pseudo-sequence DRB1_1001. The binding affinity (normalized) is 0.832. (4) The peptide sequence is FESLRDEEAYSIV. The MHC is HLA-DPA10201-DPB10101 with pseudo-sequence HLA-DPA10201-DPB10101. The binding affinity (normalized) is 0.336. (5) The peptide sequence is KRWIILGLNKIVRMYSPTSI. The MHC is DRB5_0101 with pseudo-sequence DRB5_0101. The binding affinity (normalized) is 0.647. (6) The peptide sequence is QKWDATATELNNALQ. The MHC is HLA-DPA10103-DPB10401 with pseudo-sequence HLA-DPA10103-DPB10401. The binding affinity (normalized) is 0. (7) The peptide sequence is SEDLELSWNLNGLQAY. The MHC is HLA-DQA10301-DQB10302 with pseudo-sequence HLA-DQA10301-DQB10302. The binding affinity (normalized) is 0.403. (8) The peptide sequence is VVITENCGTRGPSLR. The binding affinity (normalized) is 0.459. The MHC is DRB1_1302 with pseudo-sequence DRB1_1302. (9) The peptide sequence is GYTPATPAAPAGAEP. The MHC is HLA-DPA10103-DPB10401 with pseudo-sequence HLA-DPA10103-DPB10401. The binding affinity (normalized) is 0.0654. (10) The peptide sequence is KAVEAYLVAHPDLYK. The MHC is DRB1_0404 with pseudo-sequence DRB1_0404. The binding affinity (normalized) is 0.407.